This data is from CYP3A4 inhibition data for predicting drug metabolism from PubChem BioAssay. The task is: Regression/Classification. Given a drug SMILES string, predict its absorption, distribution, metabolism, or excretion properties. Task type varies by dataset: regression for continuous measurements (e.g., permeability, clearance, half-life) or binary classification for categorical outcomes (e.g., BBB penetration, CYP inhibition). Dataset: cyp3a4_veith. (1) The compound is CCOc1ccc(NC(=O)CSc2nc(C)c3c(c2C#N)CCCC3)cc1. The result is 1 (inhibitor). (2) The compound is COCCNC(=O)C1CCN(S(=O)(=O)N2CCC3(CC2)OCCO3)CC1. The result is 0 (non-inhibitor). (3) The molecule is c1ccc2c(c1)ncn2-c1ccc(-c2ccnc(-c3ccncc3)n2)cc1. The result is 1 (inhibitor). (4) The compound is NC1=C2NC=N[C@@H]2N(C/C=C\c2ccccc2)C=N1. The result is 0 (non-inhibitor). (5) The molecule is Cc1nnc(NC(=O)c2cccc(NC(=O)C(C)C)c2)s1. The result is 0 (non-inhibitor).